Dataset: Catalyst prediction with 721,799 reactions and 888 catalyst types from USPTO. Task: Predict which catalyst facilitates the given reaction. Reactant: [CH3:1][C:2]1[O:3][CH:4]=[C:5]([CH2:7][C:8]([O:10][CH3:11])=[O:9])[N:6]=1.[CH3:12]N(P(N(C)C)(N(C)C)=O)C.[Li+].CC([N-]C(C)C)C.CI. Product: [CH3:1][C:2]1[O:3][CH:4]=[C:5]([CH:7]([CH3:12])[C:8]([O:10][CH3:11])=[O:9])[N:6]=1. The catalyst class is: 1.